Predict which catalyst facilitates the given reaction. From a dataset of Catalyst prediction with 721,799 reactions and 888 catalyst types from USPTO. (1) Reactant: [NH:1]1[C:9]2[C:4](=[N:5][CH:6]=[CH:7][CH:8]=2)[N:3]=[C:2]1[SH:10].CI.[C:13]([O-])([O-])=O.[K+].[K+]. Product: [CH3:13][S:10][C:2]1[NH:3][C:4]2=[N:5][CH:6]=[CH:7][CH:8]=[C:9]2[N:1]=1. The catalyst class is: 21. (2) Reactant: [C:1]([CH:4]([C:15](=[O:17])[CH3:16])[CH2:5][CH2:6][CH2:7][CH2:8][CH2:9][C:10]([O:12][CH2:13][CH3:14])=[O:11])(=[O:3])[CH3:2].[Cl-].[Mg+2].[Cl-].N1C=CC=CC=1.[C:27]([C:29]1[CH:37]=[CH:36][C:32]([C:33](Cl)=[O:34])=[CH:31][CH:30]=1)#[N:28]. Product: [C:1]([C:4]([C:33](=[O:34])[C:32]1[CH:36]=[CH:37][C:29]([C:27]#[N:28])=[CH:30][CH:31]=1)([C:15](=[O:17])[CH3:16])[CH2:5][CH2:6][CH2:7][CH2:8][CH2:9][C:10]([O:12][CH2:13][CH3:14])=[O:11])(=[O:3])[CH3:2]. The catalyst class is: 4. (3) Reactant: [CH2:1]([O:3][C:4](=[O:25])[CH2:5][O:6][C:7]1[CH:12]=[C:11]([O:13][CH2:14][C:15]2[CH:20]=[CH:19][CH:18]=[CH:17][CH:16]=2)[C:10]([O:21][CH3:22])=[CH:9][C:8]=1[CH:23]=O)[CH3:2].N12CCCN=C1CCCCC2.C(O)(=O)C. Product: [CH2:1]([O:3][C:4]([C:5]1[O:6][C:7]2[CH:12]=[C:11]([O:13][CH2:14][C:15]3[CH:20]=[CH:19][CH:18]=[CH:17][CH:16]=3)[C:10]([O:21][CH3:22])=[CH:9][C:8]=2[CH:23]=1)=[O:25])[CH3:2]. The catalyst class is: 9. (4) Reactant: [Br:1][C:2]1[CH:3]=[CH:4][C:5]2[O:9][C:8]([C:10]3[CH:15]=[CH:14][C:13]([O:16]C)=[CH:12][CH:11]=3)=[CH:7][C:6]=2[CH:18]=1.Cl.N1C=CC=CC=1. Product: [Br:1][C:2]1[CH:3]=[CH:4][C:5]2[O:9][C:8]([C:10]3[CH:11]=[CH:12][C:13]([OH:16])=[CH:14][CH:15]=3)=[CH:7][C:6]=2[CH:18]=1. The catalyst class is: 6. (5) Reactant: C(=O)([O-])[O-].[K+].[K+].O.CO.C([O:13][C@@H:14]1[C@H:18]([O:19][CH2:20][C:21]2[CH:26]=[CH:25][CH:24]=[CH:23][CH:22]=2)[C@@:17]([CH2:46][O:47][S:48]([C:51]2[CH:56]=[CH:55][C:54]([CH3:57])=[CH:53][CH:52]=2)(=[O:50])=[O:49])([CH2:27][O:28][Si:29]([C:42]([CH3:45])([CH3:44])[CH3:43])([C:36]2[CH:41]=[CH:40][CH:39]=[CH:38][CH:37]=2)[C:30]2[CH:35]=[CH:34][CH:33]=[CH:32][CH:31]=2)[O:16][C@H:15]1[N:58]1[CH:65]=[C:64]([CH3:66])[C:62](=[O:63])[NH:61][C:59]1=[O:60])(=O)C. Product: [CH2:20]([O:19][C@@H:18]1[C@@:17]([CH2:46][O:47][S:48]([C:51]2[CH:56]=[CH:55][C:54]([CH3:57])=[CH:53][CH:52]=2)(=[O:49])=[O:50])([CH2:27][O:28][Si:29]([C:42]([CH3:44])([CH3:43])[CH3:45])([C:36]2[CH:37]=[CH:38][CH:39]=[CH:40][CH:41]=2)[C:30]2[CH:35]=[CH:34][CH:33]=[CH:32][CH:31]=2)[O:16][C@@H:15]([N:58]2[CH:65]=[C:64]([CH3:66])[C:62](=[O:63])[NH:61][C:59]2=[O:60])[C@@H:14]1[OH:13])[C:21]1[CH:22]=[CH:23][CH:24]=[CH:25][CH:26]=1. The catalyst class is: 15. (6) Reactant: [C:1]([C:3]1[CH:8]=[CH:7][C:6]([CH:9]([O:28][C:29]2[CH:34]=[CH:33][C:32]([O:35][CH3:36])=[C:31]([O:37][CH3:38])[CH:30]=2)[CH2:10][CH2:11][CH2:12][N:13]2[CH2:19][CH:18]3[N:20](C(OC(C)(C)C)=[O:22])[CH:15]([CH2:16][CH2:17]3)[CH2:14]2)=[CH:5][CH:4]=1)#[N:2].C(O)(C(F)(F)F)=O.CO. Product: [NH4+:2].[OH-:22].[CH:18]12[NH:20][CH:15]([CH2:16][CH2:17]1)[CH2:14][N:13]([CH2:12][CH2:11][CH2:10][CH:9]([C:6]1[CH:7]=[CH:8][C:3]([C:1]#[N:2])=[CH:4][CH:5]=1)[O:28][C:29]1[CH:34]=[CH:33][C:32]([O:35][CH3:36])=[C:31]([O:37][CH3:38])[CH:30]=1)[CH2:19]2. The catalyst class is: 2. (7) Reactant: [CH:1]1([CH2:7][N:8]2[C:16]3[C:15]([O:17][CH3:18])=[N:14][C:13]([N:19]4[CH:23]=[C:22]([C:24]([O:26][CH2:27][CH3:28])=[O:25])[CH:21]=[N:20]4)=[N:12][C:11]=3[C:10]([CH:29]=[CH2:30])=[N:9]2)[CH2:6][CH2:5][CH2:4][CH2:3][CH2:2]1. Product: [CH:1]1([CH2:7][N:8]2[C:16]3[C:15]([O:17][CH3:18])=[N:14][C:13]([N:19]4[CH:23]=[C:22]([C:24]([O:26][CH2:27][CH3:28])=[O:25])[CH:21]=[N:20]4)=[N:12][C:11]=3[C:10]([CH2:29][CH3:30])=[N:9]2)[CH2:6][CH2:5][CH2:4][CH2:3][CH2:2]1. The catalyst class is: 19.